This data is from Catalyst prediction with 721,799 reactions and 888 catalyst types from USPTO. The task is: Predict which catalyst facilitates the given reaction. (1) Reactant: [NH2:1][C:2]1[N:7]=[CH:6][C:5](/[CH:8]=[CH:9]/[C:10]([O:12]CC2C=CC=CC=2)=[O:11])=[CH:4][CH:3]=1.[OH-].[Na+]. Product: [NH2:1][C:2]1[N:7]=[CH:6][C:5](/[CH:8]=[CH:9]/[C:10]([OH:12])=[O:11])=[CH:4][CH:3]=1. The catalyst class is: 5. (2) Reactant: C[O:2][C:3](=[O:36])[CH2:4][O:5][C:6]1[CH:11]=[CH:10][C:9]([C:12]2[CH:17]=[CH:16][C:15]([CH2:18][NH:19][C:20]([C:22]3[CH:23]=[N:24][N:25]([C:30]4[CH:35]=[CH:34][CH:33]=[CH:32][CH:31]=4)[C:26]=3[CH2:27][CH2:28][CH3:29])=[O:21])=[CH:14][CH:13]=2)=[CH:8][CH:7]=1.[OH-].[Na+].Cl. Product: [C:30]1([N:25]2[C:26]([CH2:27][CH2:28][CH3:29])=[C:22]([C:20]([NH:19][CH2:18][C:15]3[CH:16]=[CH:17][C:12]([C:9]4[CH:8]=[CH:7][C:6]([O:5][CH2:4][C:3]([OH:36])=[O:2])=[CH:11][CH:10]=4)=[CH:13][CH:14]=3)=[O:21])[CH:23]=[N:24]2)[CH:31]=[CH:32][CH:33]=[CH:34][CH:35]=1. The catalyst class is: 20. (3) Reactant: [C:1]([O:5][C:6](=[O:21])[NH:7][C:8]1([C:11](=[O:20])[NH:12][C:13]2[CH:18]=[CH:17][C:16](Br)=[CH:15][CH:14]=2)[CH2:10][CH2:9]1)([CH3:4])([CH3:3])[CH3:2].[CH3:22][S:23][C:24]1[CH:29]=[CH:28][CH:27]=[CH:26][C:25]=1B(O)O.C(=O)([O-])[O-].[Na+].[Na+].O. Product: [C:1]([O:5][C:6](=[O:21])[NH:7][C:8]1([C:11](=[O:20])[NH:12][C:13]2[CH:18]=[CH:17][C:16]([C:25]3[CH:26]=[CH:27][CH:28]=[CH:29][C:24]=3[S:23][CH3:22])=[CH:15][CH:14]=2)[CH2:10][CH2:9]1)([CH3:4])([CH3:3])[CH3:2]. The catalyst class is: 596. (4) Reactant: CS(O[CH2:6][CH:7]([CH3:31])[CH:8]([C:19]1[C:27]2[C:22](=[C:23]([CH2:28][S:29][CH3:30])[CH:24]=[CH:25][CH:26]=2)[NH:21][CH:20]=1)[C:9]1[CH:14]=[CH:13][C:12]([C:15]([F:18])([F:17])[F:16])=[CH:11][CH:10]=1)(=O)=O.Br[C:33]1SC(C(C2C3C(=C(CSC)C=CC=3)NC=2)CCC#N)=C[N:37]=1. Product: [CH3:31][CH:7]([CH:8]([C:19]1[C:27]2[C:22](=[C:23]([CH2:28][S:29][CH3:30])[CH:24]=[CH:25][CH:26]=2)[NH:21][CH:20]=1)[C:9]1[CH:14]=[CH:13][C:12]([C:15]([F:16])([F:18])[F:17])=[CH:11][CH:10]=1)[CH2:6][C:33]#[N:37]. The catalyst class is: 16. (5) Product: [C:1]1([S:7]([C:10]2[CH:11]=[CH:12][C:13]([C:26]([F:28])([F:29])[F:27])=[C:14]([S:16]([NH:19][CH:20]3[CH2:25][CH2:24][N:23]([CH2:31][C:32]#[N:33])[CH2:22][CH2:21]3)(=[O:18])=[O:17])[CH:15]=2)(=[O:9])=[O:8])[CH:2]=[CH:3][CH:4]=[CH:5][CH:6]=1. Reactant: [C:1]1([S:7]([C:10]2[CH:11]=[CH:12][C:13]([C:26]([F:29])([F:28])[F:27])=[C:14]([S:16]([NH:19][CH:20]3[CH2:25][CH2:24][NH:23][CH2:22][CH2:21]3)(=[O:18])=[O:17])[CH:15]=2)(=[O:9])=[O:8])[CH:6]=[CH:5][CH:4]=[CH:3][CH:2]=1.Br[CH2:31][C:32]#[N:33].C(N(CC)CC)C. The catalyst class is: 1. (6) Product: [OH:13][C:1]1[CH:6]=[CH:5][C:4]([O:7][CH2:8][C:9]([Cl:11])=[O:10])=[CH:3][CH:2]=1. Reactant: [C:1]1(C)[CH:6]=[CH:5][C:4]([O:7][CH2:8][C:9]([Cl:11])=[O:10])=[CH:3][CH:2]=1.[OH:13]C1C=CC(OCC(O)=O)=CC=1.O=S(Cl)Cl. The catalyst class is: 48.